Dataset: Forward reaction prediction with 1.9M reactions from USPTO patents (1976-2016). Task: Predict the product of the given reaction. (1) Given the reactants [F:1][C:2]1[CH:24]=[CH:23][CH:22]=[C:21]([N+:25]([O-:27])=[O:26])[C:3]=1[O:4][CH2:5][C@H:6]1[O:11][CH2:10][C@@H:9]([CH2:12][OH:13])[N:8]([C:14]([O:16][C:17]([CH3:20])([CH3:19])[CH3:18])=[O:15])[CH2:7]1.C(C1NC=CN=1)(C1NC=CN=1)=[O:29].[N:40]1[CH:45]=CC=CC=1, predict the reaction product. The product is: [C:45]([O:13][CH2:12][C@H:9]1[N:8]([C:14]([O:16][C:17]([CH3:20])([CH3:18])[CH3:19])=[O:15])[CH2:7][C@@H:6]([CH2:5][O:4][C:3]2[C:21]([N+:25]([O-:27])=[O:26])=[CH:22][CH:23]=[CH:24][C:2]=2[F:1])[O:11][CH2:10]1)(=[O:29])[NH2:40]. (2) Given the reactants [CH2:1]([CH:4]1[CH:30]=[C:29]([CH3:31])[CH2:28][CH:27]([CH3:32])[CH2:26][CH:25]([O:33][CH3:34])[CH:24]2[O:35][C:20]([OH:39])([CH:21]([CH3:38])[CH2:22][CH:23]2[O:36][CH3:37])[C:19](=[O:40])[C:18](=[O:41])[N:17]2[CH:12]([CH2:13][CH2:14][CH2:15][CH2:16]2)[C:11](=[O:42])[O:10][CH:9]([C:43]([CH3:54])=[CH:44][CH:45]2[CH2:50][CH2:49][CH:48]([OH:51])[CH:47]([O:52][CH3:53])[CH2:46]2)[CH:8]([CH3:55])[CH:7]([O:56][Si:57]([C:60]([CH3:63])([CH3:62])[CH3:61])([CH3:59])[CH3:58])[CH2:6][C:5]1=[O:64])[CH:2]=[CH2:3].[C:65]([Si:69]([CH3:83])([CH3:82])[O:70][C:71](=[O:81])[CH2:72][CH2:73][CH2:74][CH2:75][CH2:76][CH2:77][C:78](O)=[O:79])([CH3:68])([CH3:67])[CH3:66].CN(C1C=CC=CN=1)C.Cl.CN(C)CCCN=C=NCC, predict the reaction product. The product is: [CH2:1]([CH:4]1[CH:30]=[C:29]([CH3:31])[CH2:28][CH:27]([CH3:32])[CH2:26][CH:25]([O:33][CH3:34])[CH:24]2[O:35][C:20]([OH:39])([CH:21]([CH3:38])[CH2:22][CH:23]2[O:36][CH3:37])[C:19](=[O:40])[C:18](=[O:41])[N:17]2[CH:12]([CH2:13][CH2:14][CH2:15][CH2:16]2)[C:11](=[O:42])[O:10][CH:9]([C:43]([CH3:54])=[CH:44][CH:45]2[CH2:50][CH2:49][CH:48]([O:51][C:78](=[O:79])[CH2:77][CH2:76][CH2:75][CH2:74][CH2:73][CH2:72][C:71]([O:70][Si:69]([C:65]([CH3:67])([CH3:66])[CH3:68])([CH3:82])[CH3:83])=[O:81])[CH:47]([O:52][CH3:53])[CH2:46]2)[CH:8]([CH3:55])[CH:7]([O:56][Si:57]([C:60]([CH3:61])([CH3:62])[CH3:63])([CH3:58])[CH3:59])[CH2:6][C:5]1=[O:64])[CH:2]=[CH2:3]. (3) Given the reactants [Br:1][C:2]1[CH:3]=[N:4][C:5]2[C:10]([CH:11]=1)=[N:9][CH:8]=[CH:7][CH:6]=2.ClC1C=CC=C(C(OO)=[O:20])C=1.S([O-])([O-])(=O)=S.[Na+].[Na+], predict the reaction product. The product is: [Br:1][C:2]1[CH:3]=[N:4][C:5]2[CH:6]=[CH:7][CH:8]=[N+:9]([O-:20])[C:10]=2[CH:11]=1. (4) Given the reactants CN.[Li][CH2:4][CH2:5][CH2:6][CH3:7].F[C:9]1[C:18]2[O:17][CH2:16][C@H:15]([NH:19][CH2:20][CH2:21][CH2:22][C:23]3[C:31]4[C:26](=[CH:27][CH:28]=[C:29]([F:32])[CH:30]=4)[NH:25][CH:24]=3)[CH2:14][C:13]=2[C:12]([C:33]([NH2:35])=[O:34])=[CH:11][CH:10]=1.C([O-])(O)=O.[Na+].C1(=O)CCC1.CC(O)=O.[BH3-][C:51]#[N:52].[Na+].[OH-].[Na+], predict the reaction product. The product is: [CH:7]1([N:19]([CH2:20][CH2:21][CH2:22][C:23]2[C:31]3[C:26](=[CH:27][CH:28]=[C:29]([F:32])[CH:30]=3)[NH:25][CH:24]=2)[C@@H:15]2[CH2:14][C:13]3[C:12]([C:33]([NH2:35])=[O:34])=[CH:11][CH:10]=[C:9]([NH:52][CH3:51])[C:18]=3[O:17][CH2:16]2)[CH2:6][CH2:5][CH2:4]1. (5) Given the reactants [CH3:1][C:2]1[N:3]([CH2:17][CH2:18][C:19]2[CH:24]=[CH:23][CH:22]=[CH:21][CH:20]=2)[C:4]2[C:9]([C:10]=1[C:11]([O:13]CC)=[O:12])=[CH:8][C:7]([CH3:16])=[CH:6][CH:5]=2.[OH-].[Na+].Cl, predict the reaction product. The product is: [CH3:1][C:2]1[N:3]([CH2:17][CH2:18][C:19]2[CH:20]=[CH:21][CH:22]=[CH:23][CH:24]=2)[C:4]2[C:9]([C:10]=1[C:11]([OH:13])=[O:12])=[CH:8][C:7]([CH3:16])=[CH:6][CH:5]=2. (6) Given the reactants [NH2:1][C:2]1[CH:3]=[CH:4][C:5]([N:10]2[CH2:15][CH2:14][N:13]([CH:16]([C:24]3[CH:29]=[CH:28][CH:27]=[CH:26][CH:25]=3)[C:17]3[CH:22]=[CH:21][CH:20]=[CH:19][C:18]=3[CH3:23])[CH2:12][CH2:11]2)=[C:6]([CH:9]=1)[C:7]#[N:8].[CH2:30]([CH:32]([CH2:36][CH3:37])[C:33](Cl)=[O:34])[CH3:31], predict the reaction product. The product is: [C:7]([C:6]1[CH:9]=[C:2]([NH:1][C:33](=[O:34])[CH:32]([CH2:36][CH3:37])[CH2:30][CH3:31])[CH:3]=[CH:4][C:5]=1[N:10]1[CH2:15][CH2:14][N:13]([CH:16]([C:24]2[CH:25]=[CH:26][CH:27]=[CH:28][CH:29]=2)[C:17]2[CH:22]=[CH:21][CH:20]=[CH:19][C:18]=2[CH3:23])[CH2:12][CH2:11]1)#[N:8]. (7) The product is: [CH3:25][O:26][C:27]1[CH:28]=[CH:29][C:30]([CH2:31][NH:32][C:33]([C:35]2[S:46][C:38]3[N:39]([CH3:45])[C:40](=[O:44])[N:41]([CH2:6][CH:5]4[CH2:22][CH2:23][CH2:24][CH2:3][CH2:4]4)[C:42](=[O:43])[C:37]=3[CH:36]=2)=[O:34])=[CH:47][CH:48]=1. Given the reactants CO[C:3]1[CH:4]=[C:5]([CH:22]=[CH:23][CH:24]=1)[CH2:6]NC(C1SC2N(C)C(=O)NC(=O)C=2C=1)=O.[CH3:25][O:26][C:27]1[CH:48]=[CH:47][C:30]([CH2:31][NH:32][C:33]([C:35]2[S:46][C:38]3[N:39]([CH3:45])[C:40](=[O:44])[NH:41][C:42](=[O:43])[C:37]=3[CH:36]=2)=[O:34])=[CH:29][CH:28]=1, predict the reaction product.